This data is from Retrosynthesis with 50K atom-mapped reactions and 10 reaction types from USPTO. The task is: Predict the reactants needed to synthesize the given product. Given the product CNc1nc(C(F)(F)F)ccc1Cn1nc2c(-c3ccncc3)c(-c3ccc(Cl)cc3)ccn2c1=O, predict the reactants needed to synthesize it. The reactants are: CN.O=c1n(Cc2ccc(C(F)(F)F)nc2Cl)nc2c(-c3ccncc3)c(-c3ccc(Cl)cc3)ccn12.